From a dataset of Full USPTO retrosynthesis dataset with 1.9M reactions from patents (1976-2016). Predict the reactants needed to synthesize the given product. Given the product [Cl:19][C:20]1[CH:25]=[CH:24][C:23]([NH:26][C:2]2[CH:7]=[C:6]([C:8]3[CH:13]=[CH:12][CH:11]=[CH:10][C:9]=3[C:14]([F:17])([F:16])[F:15])[N:5]=[C:4]([NH2:18])[N:3]=2)=[CH:22][CH:21]=1, predict the reactants needed to synthesize it. The reactants are: Cl[C:2]1[CH:7]=[C:6]([C:8]2[CH:13]=[CH:12][CH:11]=[CH:10][C:9]=2[C:14]([F:17])([F:16])[F:15])[N:5]=[C:4]([NH2:18])[N:3]=1.[Cl:19][C:20]1[CH:25]=[CH:24][C:23]([NH2:26])=[CH:22][CH:21]=1.